This data is from Catalyst prediction with 721,799 reactions and 888 catalyst types from USPTO. The task is: Predict which catalyst facilitates the given reaction. Reactant: [CH2:1]([O:3][C:4]([C:6]1[NH:7][C:8]2[C:13]([C:14]=1Br)=[CH:12][C:11]([NH:16][S:17]([C:20]1[CH:25]=[CH:24][C:23]([C:26]([CH3:29])([CH3:28])[CH3:27])=[CH:22][CH:21]=1)(=[O:19])=[O:18])=[CH:10][CH:9]=2)=[O:5])[CH3:2].[F:30][C:31]([F:42])([F:41])[C:32]1[CH:33]=[C:34](B(O)O)[CH:35]=[CH:36][CH:37]=1. Product: [CH2:1]([O:3][C:4]([C:6]1[NH:7][C:8]2[C:13]([C:14]=1[C:36]1[CH:35]=[CH:34][CH:33]=[C:32]([C:31]([F:42])([F:41])[F:30])[CH:37]=1)=[CH:12][C:11]([NH:16][S:17]([C:20]1[CH:25]=[CH:24][C:23]([C:26]([CH3:29])([CH3:28])[CH3:27])=[CH:22][CH:21]=1)(=[O:19])=[O:18])=[CH:10][CH:9]=2)=[O:5])[CH3:2]. The catalyst class is: 195.